This data is from Catalyst prediction with 721,799 reactions and 888 catalyst types from USPTO. The task is: Predict which catalyst facilitates the given reaction. (1) Reactant: Br[C:2]1[N:3]=[CH:4][S:5][CH:6]=1.[I-].[CH2:8]([Zn+])[C:9]([CH3:12])([CH3:11])[CH3:10].C1COCC1.C(Cl)(Cl)Cl. Product: [CH2:8]([C:2]1[N:3]=[CH:4][S:5][CH:6]=1)[C:9]([CH3:12])([CH3:11])[CH3:10]. The catalyst class is: 110. (2) Reactant: Br[C:2]1[CH:3]=[C:4]2[C:9](=[CH:10][CH:11]=1)[C:8](=[O:12])[N:7]([CH2:13][C:14]1([CH2:18][O:19][Si](C(C)(C)C)(C)C)[CH2:17][CH2:16][CH2:15]1)[CH:6]=[C:5]2[CH2:27][N:28]1[CH2:33][CH2:32][N:31](C(OC(C)(C)C)=O)[CH2:30][CH2:29]1.[CH:41]1([NH:44][C:45](=[O:63])[C:46]2[CH:51]=[C:50](B3OC(C)(C)C(C)(C)O3)[C:49]([CH3:61])=[C:48]([F:62])[CH:47]=2)[CH2:43][CH2:42]1.C(=O)([O-])[O-].[K+].[K+]. Product: [CH:41]1([NH:44][C:45](=[O:63])[C:46]2[CH:51]=[C:50]([C:2]3[CH:3]=[C:4]4[C:9](=[CH:10][CH:11]=3)[C:8](=[O:12])[N:7]([CH2:13][C:14]3([CH2:18][OH:19])[CH2:17][CH2:16][CH2:15]3)[CH:6]=[C:5]4[CH2:27][N:28]3[CH2:29][CH2:30][NH:31][CH2:32][CH2:33]3)[C:49]([CH3:61])=[C:48]([F:62])[CH:47]=2)[CH2:42][CH2:43]1. The catalyst class is: 3. (3) Reactant: [C:1]([NH:11][C@H:12]([C:16]([OH:18])=O)[CH:13]([CH3:15])[CH3:14])([O:3][CH2:4][C:5]1[CH:10]=[CH:9][CH:8]=[CH:7][CH:6]=1)=[O:2].CCN=C=NCCCN(C)C.C1C=CC2N(O)N=NC=2C=1.CN1CCOCC1.[Br:47][C:48]1[CH:56]=[CH:55][C:51]([CH2:52][NH:53][NH2:54])=[CH:50][CH:49]=1. Product: [CH2:4]([O:3][C:1](=[O:2])[NH:11][C@H:12]([C:16]([NH:54][NH:53][CH2:52][C:51]1[CH:55]=[CH:56][C:48]([Br:47])=[CH:49][CH:50]=1)=[O:18])[CH:13]([CH3:14])[CH3:15])[C:5]1[CH:6]=[CH:7][CH:8]=[CH:9][CH:10]=1. The catalyst class is: 25. (4) Reactant: [Cl:1][C:2]1[CH:7]=[C:6](NC2N=CN=C(NC(C3CC3)=O)C=2)[C:5](=[O:21])[N:4]2[C:22]([C:27]3[CH:32]=[CH:31][CH:30]=[C:29]([F:33])[CH:28]=3)(C)[NH:23][C:24](=[O:25])[C:3]=12.FC1C=C(C=CC=1)C=O. The catalyst class is: 10. Product: [Cl:1][C:2]1[CH:7]=[CH:6][C:5](=[O:21])[N:4]2[CH:22]([C:27]3[CH:32]=[CH:31][CH:30]=[C:29]([F:33])[CH:28]=3)[NH:23][C:24](=[O:25])[C:3]=12. (5) Reactant: C(=O)([O-])O.[Na+].[CH2:6]=[C:7]1[CH2:10][N:9]([C:11]([O:13][C:14]([CH3:17])([CH3:16])[CH3:15])=[O:12])[CH2:8]1.[OH:18][N:19]=[C:20](Br)[Br:21].C(OCC)(=O)C. Product: [Br:21][C:20]1[CH2:6][C:7]2([CH2:10][N:9]([C:11]([O:13][C:14]([CH3:17])([CH3:16])[CH3:15])=[O:12])[CH2:8]2)[O:18][N:19]=1. The catalyst class is: 6. (6) Reactant: [NH:1]1[C:9]2[C:4](=[CH:5][C:6]([C:10]3[C:15]4=[N:16][S:17](=[O:21])(=[O:20])[CH2:18][CH2:19][N:14]4[CH:13]=[CH:12][CH:11]=3)=[CH:7][CH:8]=2)[CH:3]=[CH:2]1.[H-].[Na+].I[CH2:25][CH3:26].O. Product: [CH2:25]([N:1]1[C:9]2[C:4](=[CH:5][C:6]([C:10]3[C:15]4=[N:16][S:17](=[O:21])(=[O:20])[CH2:18][CH2:19][N:14]4[CH:13]=[CH:12][CH:11]=3)=[CH:7][CH:8]=2)[CH:3]=[CH:2]1)[CH3:26]. The catalyst class is: 31. (7) Reactant: [N:1]1([C:10]([O:12][C:13]([CH3:16])([CH3:15])[CH3:14])=[O:11])[CH:5]2[CH2:6][NH:7][CH2:8][CH2:9][CH:4]2[CH2:3][CH2:2]1.C([O-])([O-])=O.[K+].[K+].Br[CH2:24][CH2:25][CH2:26][Cl:27]. Product: [C:13]([O:12][C:10]([N:1]1[CH:5]2[CH2:6][N:7]([CH2:24][CH2:25][CH2:26][Cl:27])[CH2:8][CH2:9][CH:4]2[CH2:3][CH2:2]1)=[O:11])([CH3:16])([CH3:15])[CH3:14]. The catalyst class is: 95. (8) Reactant: [H-].[Na+].[N:3]1([C:10]2[N:15]=[C:14]([C:16]([N:18]3[CH2:22][CH2:21][C@@H:20]([O:23][C:24]4[CH:29]=[CH:28][CH:27]=[CH:26][C:25]=4[F:30])[CH2:19]3)=[O:17])[CH:13]=[CH:12][CH:11]=2)[CH2:9][CH2:8][CH2:7][NH:6][CH2:5][CH2:4]1.I[CH3:32].O. Product: [F:30][C:25]1[CH:26]=[CH:27][CH:28]=[CH:29][C:24]=1[O:23][C@@H:20]1[CH2:21][CH2:22][N:18]([C:16]([C:14]2[CH:13]=[CH:12][CH:11]=[C:10]([N:3]3[CH2:9][CH2:8][CH2:7][N:6]([CH3:32])[CH2:5][CH2:4]3)[N:15]=2)=[O:17])[CH2:19]1. The catalyst class is: 1. (9) Reactant: [Cl:1][C:2]1[CH:7]=[CH:6][C:5]([C:8]2[S:9][C:10]3[C:11](=[O:33])[N:12]([C:17]4[CH:22]=[CH:21][C:20]([CH2:23][CH2:24][CH2:25][N:26]5[CH2:30][CH2:29][CH2:28][CH2:27]5)=[C:19]([O:31][CH3:32])[CH:18]=4)[CH:13]=[CH:14][C:15]=3[N:16]=2)=[CH:4][CH:3]=1.Cl. Product: [ClH:1].[Cl:1][C:2]1[CH:3]=[CH:4][C:5]([C:8]2[S:9][C:10]3[C:11](=[O:33])[N:12]([C:17]4[CH:22]=[CH:21][C:20]([CH2:23][CH2:24][CH2:25][N:26]5[CH2:30][CH2:29][CH2:28][CH2:27]5)=[C:19]([O:31][CH3:32])[CH:18]=4)[CH:13]=[CH:14][C:15]=3[N:16]=2)=[CH:6][CH:7]=1. The catalyst class is: 5. (10) The catalyst class is: 4. Reactant: [OH:1][NH:2][C:3]1([C:11]#N)[CH2:8][CH2:7][N:6]([O:9][CH3:10])[CH2:5][CH2:4]1.S(=O)(=O)(O)[OH:14].[CH3:18][OH:19]. Product: [CH3:18][O:19][C:11]([C:3]1([NH:2][OH:1])[CH2:8][CH2:7][N:6]([O:9][CH3:10])[CH2:5][CH2:4]1)=[O:14].